This data is from Full USPTO retrosynthesis dataset with 1.9M reactions from patents (1976-2016). The task is: Predict the reactants needed to synthesize the given product. (1) Given the product [CH3:18][N:19]([CH2:13][C@H:11]1[O:12][C@H:6]2[C@H:7]([N:8]=[C:4]([NH:3][CH2:1][CH3:2])[S:5]2)[C@@H:9]([OH:16])[C@@H:10]1[OH:15])[CH3:20], predict the reactants needed to synthesize it. The reactants are: [CH2:1]([NH:3][C:4]1[S:5][C@H:6]2[O:12][C@H:11]([CH:13]=O)[C@@H:10]([OH:15])[C@H:9]([OH:16])[C@H:7]2[N:8]=1)[CH3:2].Cl.[CH3:18][NH:19][CH3:20].C([BH3-])#N.[Na+].CO.C(Cl)Cl. (2) Given the product [Br:23][C:3]1[N:2]([CH3:1])[C:6]2[N:7]=[CH:8][N:9]([CH2:12][C:13]([F:15])([F:16])[F:14])[C:10](=[O:11])[C:5]=2[C:4]=1[C:17]1[CH:22]=[CH:21][CH:20]=[CH:19][N:18]=1, predict the reactants needed to synthesize it. The reactants are: [CH3:1][N:2]1[C:6]2[N:7]=[CH:8][N:9]([CH2:12][C:13]([F:16])([F:15])[F:14])[C:10](=[O:11])[C:5]=2[C:4]([C:17]2[CH:22]=[CH:21][CH:20]=[CH:19][N:18]=2)=[CH:3]1.[Br:23]Br. (3) Given the product [N:5]12[CH2:11][CH2:10][CH:8]([CH2:7][CH2:6]1)[C@H:9]([NH:14][C:31]([C:29]1[S:30][C:26]([C:23]3[C:22]([CH3:34])=[C:21]([C:20]([F:36])([F:35])[F:19])[O:25][N:24]=3)=[CH:27][CH:28]=1)=[O:32])[CH2:4]2, predict the reactants needed to synthesize it. The reactants are: Cl.Cl.N[C@@H:4]1[CH2:9][CH:8]2[CH2:10][CH2:11][N:5]1[CH2:6][CH2:7]2.C([N:14](CC)CC)C.[F:19][C:20]([F:36])([F:35])[C:21]1[O:25][N:24]=[C:23]([C:26]2[S:30][C:29]([C:31](Cl)=[O:32])=[CH:28][CH:27]=2)[C:22]=1[CH3:34]. (4) Given the product [I:1][C:2]1[CH:3]=[C:4]([C:8]2[O:12][C:11](=[O:13])[N:10]([CH3:14])[N:9]=2)[CH:5]=[CH:6][CH:7]=1, predict the reactants needed to synthesize it. The reactants are: [I:1][C:2]1[CH:3]=[C:4]([C:8]2[O:12][C:11](=[O:13])[NH:10][N:9]=2)[CH:5]=[CH:6][CH:7]=1.[C:14](=O)([O-])[O-].[K+].[K+].CI.O. (5) Given the product [F:15][C:16]1[CH:17]=[CH:18][C:19]([O:23][CH3:24])=[C:20]([NH:21][C:12](=[O:14])[CH2:11][CH2:10][CH2:9][S:8][C:5]2[CH:4]=[CH:3][C:2]([F:1])=[CH:7][CH:6]=2)[CH:22]=1.[F:15][C:16]1[CH:17]=[CH:18][C:19]([O:23][CH3:24])=[C:20]([N:21]([CH3:2])[C:36](=[O:37])[CH2:35][CH2:34][CH2:33][S:32][C:29]2[CH:30]=[CH:31][C:26]([F:25])=[CH:27][CH:28]=2)[CH:22]=1, predict the reactants needed to synthesize it. The reactants are: [F:1][C:2]1[CH:7]=[CH:6][C:5]([S:8][CH2:9][CH2:10][CH2:11][C:12]([OH:14])=O)=[CH:4][CH:3]=1.[F:15][C:16]1[CH:17]=[CH:18][C:19]([O:23][CH3:24])=[C:20]([CH:22]=1)[NH2:21].[F:25][C:26]1[CH:31]=[CH:30][C:29]([S:32][CH2:33][CH2:34][CH2:35][C:36](NC2C3C(=CC=CC=3)C=CN=2)=[O:37])=[CH:28][CH:27]=1.[H-].[Na+].IC. (6) Given the product [C:1]([O:5][C:6](=[O:28])[NH:7][CH2:8][C:9]1[CH:14]=[CH:13][C:12]([O:15][CH2:16][C:17](=[O:21])[N:18]([CH3:20])[CH3:19])=[C:11]([CH:22]2[CH2:23][CH2:24][NH:25][CH2:26][CH2:27]2)[CH:10]=1)([CH3:4])([CH3:2])[CH3:3], predict the reactants needed to synthesize it. The reactants are: [C:1]([O:5][C:6](=[O:28])[NH:7][CH2:8][C:9]1[CH:14]=[CH:13][C:12]([O:15][CH2:16][C:17](=[O:21])[N:18]([CH3:20])[CH3:19])=[C:11]([C:22]2[CH:27]=[CH:26][N:25]=[CH:24][CH:23]=2)[CH:10]=1)([CH3:4])([CH3:3])[CH3:2].